Dataset: Reaction yield outcomes from USPTO patents with 853,638 reactions. Task: Predict the reaction yield, written as a fraction of the theoretical maximum amount of product (1.0 means a 100% yield; for example, 0.34 means a 34% yield). The yield is 1.00. The product is [NH2:17][C:13]1[CH:12]=[C:11]([S:8]([NH:7][O:6][CH:1]2[CH2:5][CH2:4][CH2:3][CH2:2]2)(=[O:9])=[O:10])[CH:16]=[CH:15][CH:14]=1. The reactants are [CH:1]1([O:6][NH:7][S:8]([C:11]2[CH:16]=[CH:15][CH:14]=[C:13]([N+:17]([O-])=O)[CH:12]=2)(=[O:10])=[O:9])[CH2:5][CH2:4][CH2:3][CH2:2]1.[H][H]. The catalyst is C(O)C.[Pd].